The task is: Predict the reaction yield, written as a fraction of the theoretical maximum amount of product (1.0 means a 100% yield; for example, 0.34 means a 34% yield).. This data is from Reaction yield outcomes from USPTO patents with 853,638 reactions. (1) The reactants are [F:1][C:2]([F:30])([F:29])[C@H:3]([N:7]1[CH:11]=[C:10]([C:12]2[C:13]3[CH:20]=[CH:19][N:18]([CH2:21][O:22][CH2:23][CH2:24][Si:25]([CH3:28])([CH3:27])[CH3:26])[C:14]=3[N:15]=[CH:16][N:17]=2)[CH:9]=[N:8]1)[CH2:4][C:5]#N.[H-].C([Al+]CC(C)C)C(C)C.C[OH:42].Cl. The catalyst is C(Cl)Cl.O. The product is [F:1][C:2]([F:29])([F:30])[C@H:3]([N:7]1[CH:11]=[C:10]([C:12]2[C:13]3[CH:20]=[CH:19][N:18]([CH2:21][O:22][CH2:23][CH2:24][Si:25]([CH3:26])([CH3:27])[CH3:28])[C:14]=3[N:15]=[CH:16][N:17]=2)[CH:9]=[N:8]1)[CH2:4][CH:5]=[O:42]. The yield is 0.470. (2) The reactants are Br[C:2]1[CH:7]=[CH:6][C:5]([CH3:8])=[CH:4][CH:3]=1.C([Li])CCC.[CH3:14][Sn:15](Cl)([CH3:17])[CH3:16].O. The catalyst is CCOCC. The product is [CH3:14][Sn:15]([CH3:17])([CH3:16])[C:2]1[CH:7]=[CH:6][C:5]([CH3:8])=[CH:4][CH:3]=1. The yield is 0.770.